From a dataset of Forward reaction prediction with 1.9M reactions from USPTO patents (1976-2016). Predict the product of the given reaction. (1) Given the reactants [CH3:1][O:2][C:3](=[O:27])[C@@H:4]([N:8]1[C:14](=[O:15])[CH2:13][CH2:12][N:11]([C:16]2[CH:21]=[CH:20][CH:19]=[C:18]([O:22][C:23]([F:26])([F:25])[F:24])[CH:17]=2)[CH2:10][CH2:9]1)[CH2:5][CH:6]=O.Cl.[CH2:29]1[C:31]2([CH2:36][CH2:35][NH:34][CH2:33][C@H:32]2[OH:37])[CH2:30]1, predict the reaction product. The product is: [CH3:1][O:2][C:3](=[O:27])[C@@H:4]([N:8]1[C:14](=[O:15])[CH2:13][CH2:12][N:11]([C:16]2[CH:21]=[CH:20][CH:19]=[C:18]([O:22][C:23]([F:26])([F:25])[F:24])[CH:17]=2)[CH2:10][CH2:9]1)[CH2:5][CH2:6][N:34]1[CH2:35][CH2:36][C:31]2([CH2:30][CH2:29]2)[C@H:32]([OH:37])[CH2:33]1. (2) Given the reactants [O:1]1[CH:5]=[C:4]([C:6]2[CH:14]=[CH:13][C:9]([C:10]([OH:12])=O)=[CH:8][CH:7]=2)[N:3]=[CH:2]1.[C:15]([O:19][C:20]([N:22]1[CH2:27][CH2:26][CH:25]([NH:28][CH:29]2[CH2:31][CH2:30]2)[CH2:24][CH2:23]1)=[O:21])([CH3:18])([CH3:17])[CH3:16], predict the reaction product. The product is: [C:15]([O:19][C:20]([N:22]1[CH2:27][CH2:26][CH:25]([N:28]([CH:29]2[CH2:30][CH2:31]2)[C:10](=[O:12])[C:9]2[CH:8]=[CH:7][C:6]([C:4]3[N:3]=[CH:2][O:1][CH:5]=3)=[CH:14][CH:13]=2)[CH2:24][CH2:23]1)=[O:21])([CH3:18])([CH3:16])[CH3:17]. (3) Given the reactants [N+:1]([O:4][CH:5]1[CH2:10][CH2:9][N:8](C(OC(C)(C)C)=O)[CH2:7][CH2:6]1)([O-:3])=[O:2].C(Cl)[Cl:19], predict the reaction product. The product is: [ClH:19].[N+:1]([O-:3])([O:4][CH:5]1[CH2:10][CH2:9][NH:8][CH2:7][CH2:6]1)=[O:2]. (4) Given the reactants [CH3:1][O:2][C:3]1[CH:27]=[CH:26][C:6]([CH2:7][N:8]2[CH:12]=[C:11]([C:13]3[N:14]=[C:15]([NH:18][C:19]4[CH:24]=[CH:23][CH:22]=[CH:21][N:20]=4)[S:16][CH:17]=3)[C:10](Cl)=[N:9]2)=[CH:5][CH:4]=1.[C-:28]#[N:29].[K+], predict the reaction product. The product is: [CH3:1][O:2][C:3]1[CH:27]=[CH:26][C:6]([CH2:7][N:8]2[CH:12]=[C:11]([C:13]3[N:14]=[C:15]([NH:18][C:19]4[CH:24]=[CH:23][CH:22]=[CH:21][N:20]=4)[S:16][CH:17]=3)[C:10]([C:28]#[N:29])=[N:9]2)=[CH:5][CH:4]=1. (5) Given the reactants [CH2:1]([C:5]1[N:6]=[C:7]([CH3:27])[NH:8][C:9](=[O:26])[C:10]=1[CH2:11][C:12]1[CH:17]=[CH:16][C:15]([C:18]2[C:19]([C:24]#[N:25])=[CH:20][CH:21]=[CH:22][CH:23]=2)=[CH:14][CH:13]=1)[CH2:2][CH2:3][CH3:4].[H-].[Na+].Br[CH2:31][CH2:32][C:33]1[C:42]2[C:37](=[CH:38][CH:39]=[CH:40][CH:41]=2)[CH:36]=[CH:35][CH:34]=1.[Cl-].O[NH3+:45].[C:46](=[O:49])([O-])[OH:47].[Na+], predict the reaction product. The product is: [CH2:1]([C:5]1[N:6]=[C:7]([CH3:27])[N:8]([CH2:31][CH2:32][C:33]2[C:42]3[C:37](=[CH:38][CH:39]=[CH:40][CH:41]=3)[CH:36]=[CH:35][CH:34]=2)[C:9](=[O:26])[C:10]=1[CH2:11][C:12]1[CH:17]=[CH:16][C:15]([C:18]2[CH:23]=[CH:22][CH:21]=[CH:20][C:19]=2[C:24]2[NH:45][C:46](=[O:49])[O:47][N:25]=2)=[CH:14][CH:13]=1)[CH2:2][CH2:3][CH3:4]. (6) Given the reactants [F:1][C:2]1[CH:7]=[CH:6][C:5]([C:8]2[C:21](=[O:22])[N:20]([CH3:23])[C:11]3[N:12]([CH3:19])[C:13]4[C:18]([C:10]=3[CH:9]=2)=[CH:17][CH:16]=[CH:15][CH:14]=4)=[CH:4][CH:3]=1.[C:24](Cl)(=[O:26])[CH3:25], predict the reaction product. The product is: [C:24]([C:16]1[CH:17]=[C:18]2[C:13](=[CH:14][CH:15]=1)[N:12]([CH3:19])[C:11]1[N:20]([CH3:23])[C:21](=[O:22])[C:8]([C:5]3[CH:4]=[CH:3][C:2]([F:1])=[CH:7][CH:6]=3)=[CH:9][C:10]2=1)(=[O:26])[CH3:25]. (7) The product is: [CH3:45][O:44][C:41]1[CH:40]=[CH:39][C:38]([CH2:37][N:11]([CH2:10][C:9]2[CH:8]=[CH:7][C:6]([O:5][CH3:4])=[CH:47][CH:46]=2)[C:12]2[N:17]=[C:16]([CH3:18])[N:15]=[C:14]([C:19]3[C:20]([NH:27][C:28]4[CH:29]=[N:30][C:31]([O:35][CH3:36])=[C:32]([F:34])[CH:33]=4)=[N:21][CH:22]=[C:23]([CH:26]=3)[C:24]#[N:48])[N:13]=2)=[CH:43][CH:42]=1. Given the reactants [Cl-].O[NH3+].[CH3:4][O:5][C:6]1[CH:47]=[CH:46][C:9]([CH2:10][N:11]([CH2:37][C:38]2[CH:43]=[CH:42][C:41]([O:44][CH3:45])=[CH:40][CH:39]=2)[C:12]2[N:17]=[C:16]([CH3:18])[N:15]=[C:14]([C:19]3[C:20]([NH:27][C:28]4[CH:29]=[N:30][C:31]([O:35][CH3:36])=[C:32]([F:34])[CH:33]=4)=[N:21][CH:22]=[C:23]([CH:26]=3)[CH:24]=O)[N:13]=2)=[CH:8][CH:7]=1.[N:48]1C=CC=CC=1.C(OC(=O)C)(=O)C, predict the reaction product.